This data is from Full USPTO retrosynthesis dataset with 1.9M reactions from patents (1976-2016). The task is: Predict the reactants needed to synthesize the given product. (1) Given the product [C:6]([C:5]1[CH:8]=[CH:9][C:10]([CH:11]2[C:12]([C:17]3[S:18][CH:19]=[C:20]([CH3:22])[N:21]=3)=[C:13]([CH2:14][CH3:15])[NH:23][C:24]([C:28]([F:31])([F:30])[F:29])=[C:25]2[C:26]#[N:27])=[C:3]([O:2][CH3:1])[CH:4]=1)#[N:7], predict the reactants needed to synthesize it. The reactants are: [CH3:1][O:2][C:3]1[CH:4]=[C:5]([CH:8]=[CH:9][C:10]=1[CH:11]=[C:12]([C:17]1[S:18][CH:19]=[C:20]([CH3:22])[N:21]=1)[C:13](=O)[CH2:14][CH3:15])[C:6]#[N:7].[NH2:23][C:24]([C:28]([F:31])([F:30])[F:29])=[CH:25][C:26]#[N:27].CC(C)([O-])C.[K+]. (2) Given the product [C:37]([CH2:36][C:12]1([N:14]2[CH:18]=[C:17]([C:19]3[C:20]4[CH:27]=[CH:26][N:25]([CH2:28][O:29][CH2:30][CH2:31][Si:32]([CH3:34])([CH3:33])[CH3:35])[C:21]=4[N:22]=[CH:23][N:24]=3)[CH:16]=[N:15]2)[CH2:11][N:10]([CH:7]2[CH2:8][CH2:9][N:4]([C:54]([NH:53][C:50]3[CH:51]=[CH:52][C:47]([F:46])=[CH:48][C:49]=3[C:56]([F:58])([F:57])[F:59])=[O:55])[CH2:5][CH2:6]2)[CH2:13]1)#[N:38], predict the reactants needed to synthesize it. The reactants are: Cl.Cl.Cl.[NH:4]1[CH2:9][CH2:8][CH:7]([N:10]2[CH2:13][C:12]([CH2:36][C:37]#[N:38])([N:14]3[CH:18]=[C:17]([C:19]4[C:20]5[CH:27]=[CH:26][N:25]([CH2:28][O:29][CH2:30][CH2:31][Si:32]([CH3:35])([CH3:34])[CH3:33])[C:21]=5[N:22]=[CH:23][N:24]=4)[CH:16]=[N:15]3)[CH2:11]2)[CH2:6][CH2:5]1.C(N(CC)CC)C.[F:46][C:47]1[CH:52]=[CH:51][C:50]([N:53]=[C:54]=[O:55])=[C:49]([C:56]([F:59])([F:58])[F:57])[CH:48]=1.